Task: Predict which catalyst facilitates the given reaction.. Dataset: Catalyst prediction with 721,799 reactions and 888 catalyst types from USPTO (1) Reactant: C([O-])(O)=O.[Na+].[NH2:6][C:7]1[CH:16]=[C:15]([NH2:17])[CH:14]=[CH:13][C:8]=1[O:9][CH2:10][CH2:11][OH:12].[C:18](O[C:18]([O:20][C:21]([CH3:24])([CH3:23])[CH3:22])=[O:19])([O:20][C:21]([CH3:24])([CH3:23])[CH3:22])=[O:19].ClCCl. Product: [NH2:6][C:7]1[CH:16]=[C:15]([NH:17][C:18](=[O:19])[O:20][C:21]([CH3:24])([CH3:23])[CH3:22])[CH:14]=[CH:13][C:8]=1[O:9][CH2:10][CH2:11][OH:12]. The catalyst class is: 192. (2) Reactant: [OH:1][N:2]=[C:3]([C:10]1[N:14]([CH3:15])[N:13]=[N:12][N:11]=1)[C:4]1[CH:9]=[CH:8][CH:7]=[CH:6][CH:5]=1.C(=O)([O-])[O-].[Cs+].[Cs+].[I-].[K+].Br[CH2:25][C:26]1[N:31]=[C:30]([N:32]2[C:40](=[O:41])[C:39]3[C:34](=[CH:35][CH:36]=[CH:37][CH:38]=3)[C:33]2=[O:42])[CH:29]=[CH:28][CH:27]=1. Product: [CH3:15][N:14]1[C:10]([C:3](=[N:2][O:1][CH2:25][C:26]2[N:31]=[C:30]([N:32]3[C:33](=[O:42])[C:34]4[C:39](=[CH:38][CH:37]=[CH:36][CH:35]=4)[C:40]3=[O:41])[CH:29]=[CH:28][CH:27]=2)[C:4]2[CH:5]=[CH:6][CH:7]=[CH:8][CH:9]=2)=[N:11][N:12]=[N:13]1. The catalyst class is: 47. (3) Reactant: [H-].[Na+].Br[C:4]1[N:9]=[CH:8][CH:7]=[CH:6][N:5]=1.[CH:10]1([CH2:16][OH:17])[CH2:15][CH2:14][CH2:13][CH2:12][CH2:11]1. Product: [CH:10]1([CH2:16][O:17][C:4]2[N:9]=[CH:8][CH:7]=[CH:6][N:5]=2)[CH2:15][CH2:14][CH2:13][CH2:12][CH2:11]1. The catalyst class is: 1. (4) Reactant: Cl[C:2]1[N:7]=[CH:6][C:5]([O:8][C:9]2[CH:10]=[C:11]([N:15]([CH3:17])[CH3:16])[CH:12]=[CH:13][CH:14]=2)=[CH:4][CH:3]=1.[CH2:18]([NH2:25])[C:19]1[CH:24]=[CH:23][CH:22]=[CH:21][CH:20]=1.C1(P(C2C=CC=CC=2)C2C3OC4C(=CC=CC=4P(C4C=CC=CC=4)C4C=CC=CC=4)C(C)(C)C=3C=CC=2)C=CC=CC=1.C(=O)([O-])[O-].[Cs+].[Cs+]. Product: [CH2:18]([NH:25][C:2]1[CH:3]=[CH:4][C:5]([O:8][C:9]2[CH:14]=[CH:13][CH:12]=[C:11]([N:15]([CH3:17])[CH3:16])[CH:10]=2)=[CH:6][N:7]=1)[C:19]1[CH:24]=[CH:23][CH:22]=[CH:21][CH:20]=1. The catalyst class is: 155. (5) Reactant: C(=O)([O-])[O-].[Cs+].[Cs+].[CH2:7]([B-](F)(F)F)[C:8]1[CH:13]=[CH:12][CH:11]=[CH:10][CH:9]=1.[K+].[F:19][C:20]1[C:25]([CH2:26][CH2:27][OH:28])=[C:24](I)[CH:23]=[CH:22][N:21]=1. Product: [CH2:7]([C:24]1[CH:23]=[CH:22][N:21]=[C:20]([F:19])[C:25]=1[CH2:26][CH2:27][OH:28])[C:8]1[CH:13]=[CH:12][CH:11]=[CH:10][CH:9]=1. The catalyst class is: 140. (6) Reactant: [CH2:1]([N:8]1[CH2:12][CH:11]([NH:13][C:14]([O:16][C:17]([CH3:20])([CH3:19])[CH3:18])=[O:15])[CH2:10][CH:9]1[C:21](O)=[O:22])[C:2]1[CH:7]=[CH:6][CH:5]=[CH:4][CH:3]=1.Cl.C(N=C=NCCCN(C)C)C.ON1C2C=CC=CC=2N=N1.[N:46]1([C:52]2[CH:59]=[CH:58][CH:57]=[CH:56][C:53]=2[C:54]#[N:55])[CH2:51][CH2:50][NH:49][CH2:48][CH2:47]1. Product: [C:17]([O:16][C:14](=[O:15])[NH:13][CH:11]1[CH2:10][CH:9]([C:21]([N:49]2[CH2:48][CH2:47][N:46]([C:52]3[CH:59]=[CH:58][CH:57]=[CH:56][C:53]=3[C:54]#[N:55])[CH2:51][CH2:50]2)=[O:22])[N:8]([CH2:1][C:2]2[CH:7]=[CH:6][CH:5]=[CH:4][CH:3]=2)[CH2:12]1)([CH3:18])([CH3:20])[CH3:19]. The catalyst class is: 347. (7) Reactant: C1(P([CH2:15][S:16]([NH:19][C:20](=[O:26])[O:21][C:22]([CH3:25])([CH3:24])[CH3:23])(=[O:18])=[O:17])(C2C=CC=CC=2)=O)C=CC=CC=1.[H-].[Na+].[Cl:29][C:30]1[CH:47]=[C:46]([Cl:48])[CH:45]=[CH:44][C:31]=1[CH2:32][N:33]1[C:37]([CH:38]=O)=[CH:36][C:35]([O:40][CH2:41][O:42][CH3:43])=[N:34]1.[Cl-].[Na+]. Product: [Cl:29][C:30]1[CH:47]=[C:46]([Cl:48])[CH:45]=[CH:44][C:31]=1[CH2:32][N:33]1[C:37](/[CH:38]=[CH:15]/[S:16]([NH:19][C:20](=[O:26])[O:21][C:22]([CH3:24])([CH3:23])[CH3:25])(=[O:18])=[O:17])=[CH:36][C:35]([O:40][CH2:41][O:42][CH3:43])=[N:34]1. The catalyst class is: 9. (8) Reactant: [CH2:1]([O:3][CH:4](OCC)[CH2:5][O:6][C:7](=[O:14])[C:8]1[CH:13]=[CH:12][CH:11]=[CH:10][CH:9]=1)[CH3:2].[SH:18]CCO.O.C1(C)C=CC(S(O)(=O)=O)=CC=1. Product: [C:7]([O:6][CH2:5][CH:4]1[S:18][CH2:2][CH2:1][O:3]1)(=[O:14])[C:8]1[CH:13]=[CH:12][CH:11]=[CH:10][CH:9]=1. The catalyst class is: 11. (9) Reactant: C[O:2]C1C=CC(C(OCC(CO)(C(OCC)=O)C(OCC)=O)(C2C=CC(OC)=CC=2)C2C=CC(OC)=CC=2)=CC=1.[O:41]1[C:46](=[O:47])[CH2:45][O:44][CH2:43][C:42]1=[O:48]. Product: [C:42]([OH:48])(=[O:2])[CH2:43][O:44][CH2:45][C:46]([OH:41])=[O:47]. The catalyst class is: 12.